Dataset: Catalyst prediction with 721,799 reactions and 888 catalyst types from USPTO. Task: Predict which catalyst facilitates the given reaction. (1) Product: [ClH:1].[Cl:1][C:2]1[C:17]([O:18][CH:19]([CH3:21])[CH3:20])=[CH:16][C:5]2[N:6]([CH:10]3[CH2:11][CH2:12][N:13]([CH:25]4[CH2:26][CH2:27][O:22][CH2:23][CH2:24]4)[CH2:14][CH2:15]3)[C:7](=[O:9])[NH:8][C:4]=2[CH:3]=1. Reactant: [Cl:1][C:2]1[C:17]([O:18][CH:19]([CH3:21])[CH3:20])=[CH:16][C:5]2[N:6]([CH:10]3[CH2:15][CH2:14][NH:13][CH2:12][CH2:11]3)[C:7](=[O:9])[NH:8][C:4]=2[CH:3]=1.[O:22]1[CH2:27][CH2:26][C:25](=O)[CH2:24][CH2:23]1.C(O[BH-](OC(=O)C)OC(=O)C)(=O)C.[Na+].C(N(CC)CC)C. The catalyst class is: 4. (2) The catalyst class is: 263. Product: [Cl:15][C:11]1[CH:10]=[C:9]([C:7]2[N:6]=[C:5]3[CH2:16][CH2:17][CH2:18][C:4]3=[C:3]([CH2:27][C:28]3[CH:29]=[CH:30][C:31]([CH2:34][C:35]([OH:37])=[O:36])=[CH:32][CH:33]=3)[CH:8]=2)[CH:14]=[CH:13][CH:12]=1. Reactant: Cl.Cl[C:3]1[CH:8]=[C:7]([C:9]2[CH:14]=[CH:13][CH:12]=[C:11]([Cl:15])[CH:10]=2)[N:6]=[C:5]2[CH2:16][CH2:17][CH2:18][C:4]=12.CC1(C)C(C)(C)OB([CH2:27][C:28]2[CH:33]=[CH:32][C:31]([CH2:34][C:35]([O:37]C)=[O:36])=[CH:30][CH:29]=2)O1.C([O-])([O-])=O.[Na+].[Na+].O1CCOCC1. (3) Product: [CH3:1][S:2]([O:25][CH2:24][C:21]1[CH:20]=[N:19][C:18]([C:16]([O:15][CH2:13][CH3:14])=[CH2:17])=[N:23][CH:22]=1)(=[O:4])=[O:3]. Reactant: [CH3:1][S:2](Cl)(=[O:4])=[O:3].C(N(CC)CC)C.[CH2:13]([O:15][C:16]([C:18]1[N:23]=[CH:22][C:21]([CH2:24][OH:25])=[CH:20][N:19]=1)=[CH2:17])[CH3:14]. The catalyst class is: 4. (4) Reactant: [Cl:1][C:2]1[CH:7]=[C:6]([NH:8][C:9]2[CH:14]=[CH:13][CH:12]=[C:11]([N+:15]([O-:17])=[O:16])[CH:10]=2)[CH:5]=[CH:4][N:3]=1.CCN(CC)CC.[O:25](C(OC(C)(C)C)=O)[C:26]([O:28][C:29]([CH3:32])([CH3:31])[CH3:30])=O. Product: [Cl:1][C:2]1[CH:7]=[C:6]([N:8]([C:9]2[CH:14]=[CH:13][CH:12]=[C:11]([N+:15]([O-:17])=[O:16])[CH:10]=2)[C:26](=[O:25])[O:28][C:29]([CH3:32])([CH3:31])[CH3:30])[CH:5]=[CH:4][N:3]=1. The catalyst class is: 230. (5) Reactant: [Cl:1][C:2]1[CH:3]=[C:4]([CH2:17][N:18]2[C:22]([CH3:23])=[CH:21][C:20]([NH2:24])=[N:19]2)[C:5]2[O:9][C:8]([C:10]3[CH:15]=[CH:14][CH:13]=[CH:12][CH:11]=3)=[CH:7][C:6]=2[CH:16]=1.CCN=C=NCCCN(C)C.C1C=CC2N(O)N=NC=2C=1.[O:46]1[CH2:51][CH2:50][CH:49]([C:52](O)=[O:53])[CH2:48][CH2:47]1. Product: [Cl:1][C:2]1[CH:3]=[C:4]([CH2:17][N:18]2[C:22]([CH3:23])=[CH:21][C:20]([NH:24][C:52]([CH:49]3[CH2:50][CH2:51][O:46][CH2:47][CH2:48]3)=[O:53])=[N:19]2)[C:5]2[O:9][C:8]([C:10]3[CH:11]=[CH:12][CH:13]=[CH:14][CH:15]=3)=[CH:7][C:6]=2[CH:16]=1. The catalyst class is: 31.